Task: Regression. Given a peptide amino acid sequence and an MHC pseudo amino acid sequence, predict their binding affinity value. This is MHC class I binding data.. Dataset: Peptide-MHC class I binding affinity with 185,985 pairs from IEDB/IMGT (1) The peptide sequence is ATDPVEMAL. The MHC is HLA-A29:02 with pseudo-sequence HLA-A29:02. The binding affinity (normalized) is 0.0847. (2) The peptide sequence is RLIRGKMTL. The MHC is HLA-A02:02 with pseudo-sequence HLA-A02:02. The binding affinity (normalized) is 0.605. (3) The peptide sequence is TPGPGTRYPL. The MHC is HLA-B58:01 with pseudo-sequence HLA-B58:01. The binding affinity (normalized) is 0. (4) The peptide sequence is ALAETSYVKV. The MHC is HLA-A02:07 with pseudo-sequence HLA-A02:07. The binding affinity (normalized) is 0.0704.